Dataset: Full USPTO retrosynthesis dataset with 1.9M reactions from patents (1976-2016). Task: Predict the reactants needed to synthesize the given product. (1) Given the product [C:34]([O:8][CH2:7][CH2:6][O:5][C:4]1[CH:9]=[CH:10][C:11]([CH:13]=[C:14]([N+:16]([O-:18])=[O:17])[CH3:15])=[CH:12][C:3]=1[O:2][CH3:1])(=[O:38])[C:35]([CH3:37])=[CH2:36], predict the reactants needed to synthesize it. The reactants are: [CH3:1][O:2][C:3]1[CH:12]=[C:11]([CH:13]=[C:14]([N+:16]([O-:18])=[O:17])[CH3:15])[CH:10]=[CH:9][C:4]=1[O:5][CH2:6][CH2:7][OH:8].N1C=CC=CC=1.COC1C=CC(O)=CC=1.[C:34](O[C:34](=[O:38])[C:35]([CH3:37])=[CH2:36])(=[O:38])[C:35]([CH3:37])=[CH2:36]. (2) Given the product [N:8]1([C:5]2[N:4]=[CH:3][C:2]([OH:16])=[CH:7][N:6]=2)[CH2:13][CH2:12][O:11][CH2:10][CH2:9]1, predict the reactants needed to synthesize it. The reactants are: Br[C:2]1[CH:3]=[N:4][C:5]([N:8]2[CH2:13][CH2:12][O:11][CH2:10][CH2:9]2)=[N:6][CH:7]=1.CC1(C)C(C)(C)OB(B2OC(C)(C)C(C)(C)O2)[O:16]1.C([O-])(=O)C.[K+].O1CCOCC1. (3) Given the product [CH2:16]([O:23][C:24]1[CH:29]=[CH:28][N:27]=[C:26]([Cl:15])[CH:25]=1)[C:17]1[CH:22]=[CH:21][CH:20]=[CH:19][CH:18]=1, predict the reactants needed to synthesize it. The reactants are: C(OC1C([Cl:15])=NC=CC=1)C1C=CC=CC=1.[CH2:16]([O:23][C:24]1[CH:29]=[CH:28][NH:27][C:26](=O)[CH:25]=1)[C:17]1[CH:22]=[CH:21][CH:20]=[CH:19][CH:18]=1.P(Cl)(Cl)(Cl)=O.